From a dataset of Catalyst prediction with 721,799 reactions and 888 catalyst types from USPTO. Predict which catalyst facilitates the given reaction. Reactant: [Cl:1][C:2]1[CH:7]=[CH:6][C:5]([C@@H:8]2[CH2:12][N:11](C(OC(C)(C)C)=O)[C:10](=[O:20])[CH2:9]2)=[CH:4][C:3]=1[OH:21].C([O-])([O-])=[O:23].[K+].[K+].Br.Br[CH2:30][C:31]1[CH:36]=[CH:35][N:34]=[CH:33][CH:32]=1. Product: [ClH:1].[NH2:11][CH2:12][C@@H:8]([C:5]1[CH:6]=[CH:7][C:2]([Cl:1])=[C:3]([O:21][CH2:30][C:31]2[CH:36]=[CH:35][N:34]=[CH:33][CH:32]=2)[CH:4]=1)[CH2:9][C:10]([OH:20])=[O:23]. The catalyst class is: 8.